Task: Predict the reactants needed to synthesize the given product.. Dataset: Full USPTO retrosynthesis dataset with 1.9M reactions from patents (1976-2016) (1) Given the product [CH3:16][C:9]([C:7]([Cl:3])=[CH2:6])([CH3:17])[C:10]1[CH:15]=[CH:14][CH:13]=[CH:12][CH:11]=1, predict the reactants needed to synthesize it. The reactants are: O=P(Cl)(Cl)[Cl:3].[CH3:6][C:7]([C:9]([CH3:17])([CH3:16])[C:10]1[CH:15]=[CH:14][CH:13]=[CH:12][CH:11]=1)=O.[OH-].[NH4+]. (2) Given the product [NH2:22][C:18]1[N:17]=[CH:16][N:15]=[C:14]2[C:19]=1[N:20]=[CH:21][N:13]2[C@H:5]1[C@@H:6]2[O:10][C:9]([CH3:12])([CH3:11])[O:8][C@@H:7]2[C@@H:3]([CH2:2][NH:1][CH:24]2[CH2:25][CH:26]([CH2:28][CH2:29][C:30]([O:32][CH2:33][CH3:34])=[O:31])[CH2:27]2)[O:4]1, predict the reactants needed to synthesize it. The reactants are: [NH2:1][CH2:2][C@@H:3]1[C@H:7]2[O:8][C:9]([CH3:12])([CH3:11])[O:10][C@H:6]2[C@H:5]([N:13]2[CH:21]=[N:20][C:19]3[C:14]2=[N:15][CH:16]=[N:17][C:18]=3[NH2:22])[O:4]1.O=[C:24]1[CH2:27][CH:26]([CH2:28][CH2:29][C:30]([O:32][CH2:33][CH3:34])=[O:31])[CH2:25]1.C(O)(=O)C.C([BH3-])#N.[Na+].